This data is from Full USPTO retrosynthesis dataset with 1.9M reactions from patents (1976-2016). The task is: Predict the reactants needed to synthesize the given product. (1) Given the product [OH:2][C:3]1[C:11]([O:12][CH3:13])=[CH:10][CH:9]=[C:8]2[C:4]=1[CH2:5][CH2:6][C:7]2=[O:14], predict the reactants needed to synthesize it. The reactants are: C[O:2][C:3]1[C:11]([O:12][CH3:13])=[CH:10][CH:9]=[C:8]2[C:4]=1[CH2:5][CH2:6][C:7]2=[O:14].[Cl-].[Al+3].[Cl-].[Cl-]. (2) Given the product [Cl:27][C:16]1[CH:17]=[C:18]2[C:26](=[C:14]([NH:13][C:12]([CH:5]3[CH2:6][O:7][C:8]([CH3:11])([CH3:10])[CH2:9][N:4]3[CH2:3][CH:2]([NH:1][C:35]([C:32]3[CH:31]=[C:30]([CH3:29])[O:34][N:33]=3)=[O:36])[CH3:28])=[O:40])[CH:15]=1)[NH:25][C:24]1[CH:23]=[N:22][CH:21]=[CH:20][C:19]2=1, predict the reactants needed to synthesize it. The reactants are: [NH2:1][CH:2]([CH3:28])[CH2:3][N:4]1[CH2:9][C:8]([CH3:11])([CH3:10])[O:7][CH2:6][CH:5]1[CH2:12][NH:13][C:14]1[CH:15]=[C:16]([Cl:27])[CH:17]=[C:18]2[C:26]=1[NH:25][C:24]1[CH:23]=[N:22][CH:21]=[CH:20][C:19]2=1.[CH3:29][C:30]1[O:34][N:33]=[C:32]([C:35](Cl)=[O:36])[CH:31]=1.C([O-])(=[O:40])C.[NH4+]. (3) Given the product [CH3:37][O:38][N:30]([CH3:32])[C:16]([CH2:15][C@@H:9]1[CH2:10][C:11]([F:13])([F:14])[CH2:12][N:8]1[C:6]([O:5][C:1]([CH3:2])([CH3:3])[CH3:4])=[O:7])=[O:18], predict the reactants needed to synthesize it. The reactants are: [C:1]([O:5][C:6]([N:8]1[CH2:12][C:11]([F:14])([F:13])[CH2:10][C@H:9]1[CH2:15][C:16]([OH:18])=O)=[O:7])([CH3:4])([CH3:3])[CH3:2].Cl.NO.CCN=C=NCCC[N:30]([CH3:32])C.Cl.CN1CC[O:38][CH2:37]C1. (4) Given the product [CH2:21]([C:18]1[CH:19]=[C:20]2[C:15](=[CH:16][CH:17]=1)[N:14]=[C:13]([CH:28]=[CH:29][C:30]1[CH:35]=[CH:34][C:33]([O:36][CH2:37][C:38]3[CH:39]=[CH:40][CH:41]=[CH:42][CH:43]=3)=[CH:32][CH:31]=1)[N:12]=[C:11]2[NH:10][CH2:9][CH:5]1[CH2:6][CH2:7][CH2:8][CH:3]([CH2:2][NH2:1])[CH2:4]1)[CH:22]=[CH2:23], predict the reactants needed to synthesize it. The reactants are: [NH2:1][CH2:2][CH:3]1[CH2:8][CH2:7][CH2:6][CH:5]([CH2:9][NH:10][C:11]2[C:20]3[C:15](=[CH:16][CH:17]=[C:18]([CH:21]=[CH:22][C:23](N(C)C)=O)[CH:19]=3)[N:14]=[C:13]([CH:28]=[CH:29][C:30]3[CH:35]=[CH:34][C:33]([O:36][CH2:37][C:38]4[CH:43]=[CH:42][CH:41]=[CH:40][CH:39]=4)=[CH:32][CH:31]=3)[N:12]=2)[CH2:4]1.C([Sn](CCCC)(CCCC)CCCC)C=C.C(C1C=C2C(=CC=1)N=CN=C2)C=C.C(O)(C(F)(F)F)=O. (5) Given the product [CH3:1][O:2][C:3]1[CH:12]=[C:11]2[C:6]([C:7]([O:13][CH2:14][C:15]3[N:19]4[CH:20]=[C:21]([C:26]([OH:27])=[O:29])[CH:22]=[CH:23][C:18]4=[N:17][N:16]=3)=[CH:8][CH:9]=[N:10]2)=[CH:5][CH:4]=1, predict the reactants needed to synthesize it. The reactants are: [CH3:1][O:2][C:3]1[CH:12]=[C:11]2[C:6]([C:7]([O:13][CH2:14][C:15]3[N:19]4[CH:20]=[C:21](C#N)[CH:22]=[CH:23][C:18]4=[N:17][N:16]=3)=[CH:8][CH:9]=[N:10]2)=[CH:5][CH:4]=1.[C:26](=[O:29])([O-])[O-:27].[Na+].[Na+]. (6) Given the product [F:25][C:26]([F:37])([F:36])[CH2:27][N:13]1[C:14]2[CH:21]=[CH:20][CH:19]=[CH:18][C:15]=2[CH2:16][CH2:17][C@@H:11]([NH:10][C:2]([C:7]2[CH:5]=[CH:4][CH:3]=[CH:2][CH:7]=2)([C:21]2[CH:14]=[CH:15][CH:18]=[CH:19][CH:20]=2)[C:3]2[CH:12]=[CH:11][CH:17]=[CH:5][CH:4]=2)[C:12]1=[O:22], predict the reactants needed to synthesize it. The reactants are: N1[C:5](=O)[CH2:4][CH2:3][C@@H:2]1[C:7](O)=O.[NH2:10][C@@H:11]1[CH2:17][CH2:16][C:15]2[CH:18]=[CH:19][CH:20]=[CH:21][C:14]=2[NH:13][C:12]1=[O:22].[H-].[Na+].[F:25][C:26]([F:37])([F:36])[CH2:27]OS(C(F)(F)F)(=O)=O.